Dataset: Reaction yield outcomes from USPTO patents with 853,638 reactions. Task: Predict the reaction yield, written as a fraction of the theoretical maximum amount of product (1.0 means a 100% yield; for example, 0.34 means a 34% yield). (1) The reactants are [Cl:1][C:2]1[CH:7]=[CH:6][C:5]([C:8]2[CH:13]=[C:12]([CH3:14])[N:11]=[C:10]([N:15]3[CH:19]=[C:18]([Sn](CCCC)(CCCC)CCCC)[N:17]=[CH:16]3)[N:9]=2)=[CH:4][CH:3]=1.BrC1C=C([CH2:40][S:41](CC2C=CC=C(Br)C=2)(=[O:43])=[O:42])C=CC=1.[CH3:52][CH2:53][CH2:54][CH2:55][CH2:56][CH3:57]. The catalyst is C1(C)C=CC=CC=1. The product is [Cl:1][C:2]1[CH:3]=[CH:4][C:5]([C:8]2[CH:13]=[C:12]([CH3:14])[N:11]=[C:10]([N:15]3[CH:19]=[C:18]([C:54]4[CH:53]=[CH:52][CH:57]=[C:56]([S:41]([CH3:40])(=[O:43])=[O:42])[CH:55]=4)[N:17]=[CH:16]3)[N:9]=2)=[CH:6][CH:7]=1. The yield is 0.920. (2) The reactants are [CH2:1]([N:3]1[C:7]([C:8]([OH:10])=O)=[CH:6][CH:5]=[N:4]1)[CH3:2].O1CCCC1.C(Cl)(=O)C(Cl)=O.[NH2:22][C:23]1[CH:24]=[C:25]([CH:42]=[CH:43][C:44]=1[CH3:45])[O:26][C:27]1[CH:28]=[CH:29][C:30]2[N:31]([CH:33]=[C:34]([NH:36][C:37]([CH:39]3[CH2:41][CH2:40]3)=[O:38])[N:35]=2)[N:32]=1. The catalyst is CN(C)C=O.CN(C)C(=O)C. The product is [CH:39]1([C:37]([NH:36][C:34]2[N:35]=[C:30]3[CH:29]=[CH:28][C:27]([O:26][C:25]4[CH:42]=[CH:43][C:44]([CH3:45])=[C:23]([NH:22][C:8]([C:7]5[N:3]([CH2:1][CH3:2])[N:4]=[CH:5][CH:6]=5)=[O:10])[CH:24]=4)=[N:32][N:31]3[CH:33]=2)=[O:38])[CH2:40][CH2:41]1. The yield is 0.750.